This data is from Reaction yield outcomes from USPTO patents with 853,638 reactions. The task is: Predict the reaction yield, written as a fraction of the theoretical maximum amount of product (1.0 means a 100% yield; for example, 0.34 means a 34% yield). The reactants are [CH2:1]([O:8][C:9]([NH:11][C:12]1[C:13]([C:30](O)=[O:31])=[N:14][C:15]2[C:20]([CH:21]=1)=[CH:19][CH:18]=[C:17]([N:22]1[CH2:27][CH2:26][N:25]([CH3:28])[C:24](=[O:29])[CH2:23]1)[CH:16]=2)=[O:10])[C:2]1[CH:7]=[CH:6][CH:5]=[CH:4][CH:3]=1.[NH2:33][C:34]1[CH:35]=[N:36][CH:37]=[CH:38][C:39]=1[N:40]1[CH2:45][C@H:44]([CH3:46])[CH2:43][C@H:42]([NH:47][C:48](=[O:54])[O:49][C:50]([CH3:53])([CH3:52])[CH3:51])[CH2:41]1.CN(C(ON1N=NC2C=CC=NC1=2)=[N+](C)C)C.F[P-](F)(F)(F)(F)F.CCN(C(C)C)C(C)C. The catalyst is CN(C=O)C. The product is [CH2:1]([O:8][C:9](=[O:10])[NH:11][C:12]1[C:13]([C:30]([NH:33][C:34]2[CH:35]=[N:36][CH:37]=[CH:38][C:39]=2[N:40]2[CH2:45][C@H:44]([CH3:46])[CH2:43][C@H:42]([NH:47][C:48]([O:49][C:50]([CH3:51])([CH3:53])[CH3:52])=[O:54])[CH2:41]2)=[O:31])=[N:14][C:15]2[C:20]([CH:21]=1)=[CH:19][CH:18]=[C:17]([N:22]1[CH2:27][CH2:26][N:25]([CH3:28])[C:24](=[O:29])[CH2:23]1)[CH:16]=2)[C:2]1[CH:7]=[CH:6][CH:5]=[CH:4][CH:3]=1. The yield is 0.200.